Dataset: Peptide-MHC class I binding affinity with 185,985 pairs from IEDB/IMGT. Task: Regression. Given a peptide amino acid sequence and an MHC pseudo amino acid sequence, predict their binding affinity value. This is MHC class I binding data. (1) The binding affinity (normalized) is 0.0847. The MHC is HLA-A26:02 with pseudo-sequence HLA-A26:02. The peptide sequence is LNTVATLY. (2) The peptide sequence is SILYKDDMGV. The MHC is HLA-A02:01 with pseudo-sequence HLA-A02:01. The binding affinity (normalized) is 0.309. (3) The peptide sequence is DVCKNFLKQV. The MHC is H-2-Db with pseudo-sequence H-2-Db. The binding affinity (normalized) is 0. (4) The peptide sequence is IIYNANKLI. The MHC is HLA-A02:01 with pseudo-sequence HLA-A02:01. The binding affinity (normalized) is 0.0999. (5) The peptide sequence is FQDSSSSKA. The MHC is HLA-A02:06 with pseudo-sequence HLA-A02:06. The binding affinity (normalized) is 0.540. (6) The peptide sequence is LTAGFLIFL. The MHC is HLA-A29:02 with pseudo-sequence HLA-A29:02. The binding affinity (normalized) is 0.